This data is from NCI-60 drug combinations with 297,098 pairs across 59 cell lines. The task is: Regression. Given two drug SMILES strings and cell line genomic features, predict the synergy score measuring deviation from expected non-interaction effect. (1) Drug 1: CC1=C(C=C(C=C1)NC2=NC=CC(=N2)N(C)C3=CC4=NN(C(=C4C=C3)C)C)S(=O)(=O)N.Cl. Drug 2: CCC1=CC2CC(C3=C(CN(C2)C1)C4=CC=CC=C4N3)(C5=C(C=C6C(=C5)C78CCN9C7C(C=CC9)(C(C(C8N6C)(C(=O)OC)O)OC(=O)C)CC)OC)C(=O)OC.C(C(C(=O)O)O)(C(=O)O)O. Cell line: UACC-257. Synergy scores: CSS=28.0, Synergy_ZIP=0.710, Synergy_Bliss=2.58, Synergy_Loewe=-16.8, Synergy_HSA=2.01. (2) Drug 1: COC1=CC(=CC(=C1O)OC)C2C3C(COC3=O)C(C4=CC5=C(C=C24)OCO5)OC6C(C(C7C(O6)COC(O7)C8=CC=CS8)O)O. Drug 2: CC1=C(C=C(C=C1)C(=O)NC2=CC(=CC(=C2)C(F)(F)F)N3C=C(N=C3)C)NC4=NC=CC(=N4)C5=CN=CC=C5. Cell line: SK-MEL-5. Synergy scores: CSS=23.2, Synergy_ZIP=-9.05, Synergy_Bliss=1.68, Synergy_Loewe=-7.85, Synergy_HSA=-0.0150. (3) Drug 1: COC1=CC(=CC(=C1O)OC)C2C3C(COC3=O)C(C4=CC5=C(C=C24)OCO5)OC6C(C(C7C(O6)COC(O7)C8=CC=CS8)O)O. Drug 2: C1=NC2=C(N1)C(=S)N=CN2. Cell line: NCI-H226. Synergy scores: CSS=26.2, Synergy_ZIP=-9.75, Synergy_Bliss=-7.13, Synergy_Loewe=-6.02, Synergy_HSA=-3.08.